Dataset: Reaction yield outcomes from USPTO patents with 853,638 reactions. Task: Predict the reaction yield, written as a fraction of the theoretical maximum amount of product (1.0 means a 100% yield; for example, 0.34 means a 34% yield). (1) The reactants are [Cl:1][C:2]1[C:3]([O:12][C:13]2[CH:18]=[C:17]([O:19][CH2:20][O:21][CH3:22])[CH:16]=[CH:15][C:14]=2[CH2:23][CH2:24][OH:25])=[N:4][CH:5]=[C:6]([C:8]([F:11])([F:10])[F:9])[CH:7]=1.Cl[S:27]([N:30]=[C:31]=[O:32])(=[O:29])=[O:28].[NH2:33][CH2:34][CH2:35][O:36][CH:37]([CH3:39])[CH3:38].Cl. The catalyst is C(#N)C.N1C=CC=CC=1. The product is [CH:37]([O:36][CH2:35][CH2:34][NH:33][S:27]([NH:30][C:31](=[O:32])[O:25][CH2:24][CH2:23][C:14]1[CH:15]=[CH:16][C:17]([O:19][CH2:20][O:21][CH3:22])=[CH:18][C:13]=1[O:12][C:3]1[C:2]([Cl:1])=[CH:7][C:6]([C:8]([F:9])([F:11])[F:10])=[CH:5][N:4]=1)(=[O:29])=[O:28])([CH3:39])[CH3:38]. The yield is 0.140. (2) The reactants are [C:1]([O:5][C:6]([N:8]1[CH2:11][CH:10]([C:12]2[C:17](Br)=[CH:16][C:15]([F:19])=[CH:14][N:13]=2)[CH2:9]1)=[O:7])([CH3:4])([CH3:3])[CH3:2].[NH:20]1[CH2:25][CH2:24][CH:23]([CH2:26][OH:27])[CH2:22][CH2:21]1.CCN(CC)CC. The catalyst is CS(C)=O.O. The product is [C:1]([O:5][C:6]([N:8]1[CH2:11][CH:10]([C:12]2[C:17]([N:20]3[CH2:25][CH2:24][CH:23]([CH2:26][OH:27])[CH2:22][CH2:21]3)=[CH:16][C:15]([F:19])=[CH:14][N:13]=2)[CH2:9]1)=[O:7])([CH3:4])([CH3:3])[CH3:2]. The yield is 0.670.